Dataset: Full USPTO retrosynthesis dataset with 1.9M reactions from patents (1976-2016). Task: Predict the reactants needed to synthesize the given product. The reactants are: [C:1]([C:3]1[CH:8]=[CH:7][C:6]([N:9]2[C@@H:13]3[CH2:14][CH2:15][CH2:16][CH2:17][C@H:12]3[N:11]([C:18]3[CH:26]=[CH:25][C:21]([C:22]([OH:24])=O)=[C:20]([F:27])[CH:19]=3)[C:10]2=[O:28])=[CH:5][C:4]=1[C:29]([F:32])([F:31])[F:30])#[N:2].[CH3:33][CH:34]([CH2:36][O:37][NH2:38])[CH3:35]. Given the product [C:1]([C:3]1[CH:8]=[CH:7][C:6]([N:9]2[C@@H:13]3[CH2:14][CH2:15][CH2:16][CH2:17][C@H:12]3[N:11]([C:18]3[CH:26]=[CH:25][C:21]([C:22]([NH:38][O:37][CH2:36][CH:34]([CH3:35])[CH3:33])=[O:24])=[C:20]([F:27])[CH:19]=3)[C:10]2=[O:28])=[CH:5][C:4]=1[C:29]([F:30])([F:32])[F:31])#[N:2], predict the reactants needed to synthesize it.